From a dataset of Catalyst prediction with 721,799 reactions and 888 catalyst types from USPTO. Predict which catalyst facilitates the given reaction. Reactant: C(O/[CH:4]=[CH:5]/[CH3:6])C.[NH2:7][C:8]1[CH:15]=[C:14]([Br:16])[CH:13]=[CH:12][C:9]=1[CH:10]=O.O.C1(C)C=CC(S(O)(=O)=O)=CC=1. Product: [Br:16][C:14]1[CH:15]=[C:8]2[C:9]([CH:10]=[C:5]([CH3:6])[CH:4]=[N:7]2)=[CH:12][CH:13]=1. The catalyst class is: 11.